From a dataset of Reaction yield outcomes from USPTO patents with 853,638 reactions. Predict the reaction yield, written as a fraction of the theoretical maximum amount of product (1.0 means a 100% yield; for example, 0.34 means a 34% yield). (1) The reactants are [NH2:1][CH2:2][C:3]1[CH:8]=[CH:7][C:6]([S:9][C:10]2[CH:15]=[CH:14][N:13]=[C:12]([NH:16][C:17]3[CH:22]=[CH:21][C:20]([N:23]4[CH2:28][CH2:27][O:26][CH2:25][CH2:24]4)=[CH:19][CH:18]=3)[N:11]=2)=[CH:5][CH:4]=1.[C:29](O)(=[O:32])[CH:30]=[CH2:31]. No catalyst specified. The product is [O:26]1[CH2:25][CH2:24][N:23]([C:20]2[CH:21]=[CH:22][C:17]([NH:16][C:12]3[N:11]=[C:10]([S:9][C:6]4[CH:5]=[CH:4][C:3]([CH2:2][NH:1][C:29](=[O:32])[CH:30]=[CH2:31])=[CH:8][CH:7]=4)[CH:15]=[CH:14][N:13]=3)=[CH:18][CH:19]=2)[CH2:28][CH2:27]1. The yield is 0.270. (2) The reactants are [F:1][C:2]1[CH:34]=[C:33]([C:35]([F:38])([F:37])[F:36])[CH:32]=[CH:31][C:3]=1[C:4]([NH:6][CH2:7][CH2:8][N:9]1[CH:13]=[C:12]([C:14]([NH:16][C@@H:17]([CH2:23][CH2:24][C:25]2[CH:30]=[CH:29][CH:28]=[CH:27][CH:26]=2)[C:18]([O:20]CC)=[O:19])=[O:15])[N:11]=[N:10]1)=[O:5].[OH-].[Na+]. The product is [F:1][C:2]1[CH:34]=[C:33]([C:35]([F:36])([F:38])[F:37])[CH:32]=[CH:31][C:3]=1[C:4]([NH:6][CH2:7][CH2:8][N:9]1[CH:13]=[C:12]([C:14]([NH:16][C@@H:17]([CH2:23][CH2:24][C:25]2[CH:26]=[CH:27][CH:28]=[CH:29][CH:30]=2)[C:18]([OH:20])=[O:19])=[O:15])[N:11]=[N:10]1)=[O:5]. The catalyst is C(O)C. The yield is 0.950. (3) The reactants are [N+:1]([C:4]1[CH:5]=[C:6]([C:11]([F:14])([F:13])[F:12])[C:7](O)=[N:8][CH:9]=1)([O-:3])=[O:2].O=S(Cl)[Cl:17].CN(C=O)C. No catalyst specified. The product is [Cl:17][C:7]1[C:6]([C:11]([F:14])([F:13])[F:12])=[CH:5][C:4]([N+:1]([O-:3])=[O:2])=[CH:9][N:8]=1. The yield is 0.551.